This data is from Forward reaction prediction with 1.9M reactions from USPTO patents (1976-2016). The task is: Predict the product of the given reaction. Given the reactants [Cl:1][C:2]1[CH:3]=[CH:4][C:5]([O:14][CH3:15])=[C:6]([N:8]2[CH2:13][CH2:12][NH:11][CH2:10][CH2:9]2)[CH:7]=1.Br[CH2:17][C:18]1[N:22]([CH3:23])[N:21]([CH:24]2[CH2:28][CH2:27][CH2:26][CH2:25]2)[C:20](=[O:29])[C:19]=1[O:30][CH3:31].C(=O)([O-])[O-].[K+].[K+], predict the reaction product. The product is: [Cl:1][C:2]1[CH:3]=[CH:4][C:5]([O:14][CH3:15])=[C:6]([N:8]2[CH2:9][CH2:10][N:11]([CH2:17][C:18]3[N:22]([CH3:23])[N:21]([CH:24]4[CH2:28][CH2:27][CH2:26][CH2:25]4)[C:20](=[O:29])[C:19]=3[O:30][CH3:31])[CH2:12][CH2:13]2)[CH:7]=1.